From a dataset of Catalyst prediction with 721,799 reactions and 888 catalyst types from USPTO. Predict which catalyst facilitates the given reaction. Reactant: [NH2:1][CH2:2][CH2:3][CH2:4][CH2:5][CH2:6][CH2:7][CH2:8][CH2:9][CH2:10][CH2:11][C:12](O)=O.C(N(CC)CC)C.C1C(SSC2C=CC([N+]([O-])=O)=C(C(O)=O)C=2)=CC(C(O)=O)=C([N+]([O-])=O)C=1.CN(C=O)C. Product: [NH2:1][CH2:2][CH2:3][CH2:4][CH2:5][CH2:6][CH2:7][CH2:8][CH2:9][CH2:10][CH2:11][CH3:12]. The catalyst class is: 7.